The task is: Predict the reactants needed to synthesize the given product.. This data is from Full USPTO retrosynthesis dataset with 1.9M reactions from patents (1976-2016). (1) Given the product [CH3:1][C:2]1[CH:9]=[CH:8][CH:7]=[CH:6][C:3]=1[CH:4]=[CH:10][C:11](=[O:12])[CH:13]=[CH:1][C:2]1[CH:9]=[CH:8][CH:7]=[CH:6][C:3]=1[CH3:4], predict the reactants needed to synthesize it. The reactants are: [CH3:1][C:2]1[CH:9]=[CH:8][CH:7]=[CH:6][C:3]=1[CH:4]=O.[CH3:10][C:11]([CH3:13])=[O:12].[OH-].[Na+].O. (2) Given the product [NH:22]([CH2:21][CH2:20][CH2:19][C@H:11]([NH:10][C:8]([C:7]1[C:2](=[O:1])[N:3]([CH2:44][C:45]2[CH:54]=[CH:53][C:52]3[C:47](=[CH:48][CH:49]=[CH:50][CH:51]=3)[N:46]=2)[CH:4]=[CH:5][CH:6]=1)=[O:9])[C:12]([OH:14])=[O:13])[C:23]([NH2:25])=[NH:24].[C:55]([OH:61])([C:57]([F:60])([F:59])[F:58])=[O:56], predict the reactants needed to synthesize it. The reactants are: [O:1]=[C:2]1[C:7]([C:8]([NH:10][C@@H:11]([CH2:19][CH2:20][CH2:21][NH:22][C:23]([NH:25]S(C2C(C)=C3C(=C(C)C=2C)OC(C)(C)CC3)(=O)=O)=[NH:24])[C:12]([O:14]C(C)(C)C)=[O:13])=[O:9])=[CH:6][CH:5]=[CH:4][N:3]1[CH2:44][C:45]1[CH:54]=[CH:53][C:52]2[C:47](=[CH:48][CH:49]=[CH:50][CH:51]=2)[N:46]=1.[C:55]([OH:61])([C:57]([F:60])([F:59])[F:58])=[O:56].C([SiH](CC)CC)C. (3) The reactants are: Br[C:2]1[CH:24]=[CH:23][C:5]2[C:6]3[N:10]([CH2:11][CH2:12][O:13][C:4]=2[CH:3]=1)[CH:9]=[C:8]([C:14]1[N:18]([CH:19]([CH3:21])[CH3:20])[N:17]=[C:16]([NH2:22])[N:15]=1)[N:7]=3.O1CCCCC1[O:31][CH2:32][CH2:33][N:34]1[CH:38]=[C:37]([Sn](CCCC)(CCCC)CCCC)[N:36]=[CH:35]1. Given the product [NH2:22][C:16]1[N:15]=[C:14]([C:8]2[N:7]=[C:6]3[C:5]4[CH:23]=[CH:24][C:2]([C:37]5[N:36]=[CH:35][N:34]([CH2:33][CH2:32][OH:31])[CH:38]=5)=[CH:3][C:4]=4[O:13][CH2:12][CH2:11][N:10]3[CH:9]=2)[N:18]([CH:19]([CH3:21])[CH3:20])[N:17]=1, predict the reactants needed to synthesize it. (4) Given the product [CH3:15][C:16]1[CH:29]=[C:28]2[C:19]([S:20][C:21]3[CH:22]=[C:23]([C:31]([O:32][CH2:3][CH:2]=[CH2:1])=[O:34])[CH:24]=[CH:25][C:26]=3[C:27]2=[O:30])=[CH:18][CH:17]=1, predict the reactants needed to synthesize it. The reactants are: [CH2:1](O)[CH:2]=[CH2:3].C(N(CC)CC)C.C(Cl)Cl.[CH3:15][C:16]1[CH:29]=[C:28]2[C:19]([S:20][C:21]3[CH:22]=[C:23]([C:31](Cl)=[O:32])[CH:24]=[CH:25][C:26]=3[C:27]2=[O:30])=[CH:18][CH:17]=1.[OH2:34]. (5) Given the product [Cl:1][C:2]1[N:10]=[C:9]2[C:5]([N:6]=[CH:7][N:8]2[CH:23]2[CH2:22][CH2:21][CH2:20][CH2:19][O:18]2)=[C:4]([NH:27][CH:24]2[CH2:26][CH2:25]2)[N:3]=1, predict the reactants needed to synthesize it. The reactants are: [Cl:1][C:2]1[N:10]=[C:9]2[C:5]([NH:6][CH:7]=[N:8]2)=[C:4](Cl)[N:3]=1.C(OCC)(=O)C.[O:18]1[CH:23]=[CH:22][CH2:21][CH2:20][CH2:19]1.[CH:24]1([NH2:27])[CH2:26][CH2:25]1. (6) Given the product [CH3:7][N:6]1[C:2]2=[N:1][C:21]([CH3:32])=[C:22]([CH:23]([CH2:29][CH2:30][CH3:31])[C:24]([O:26][CH2:27][CH3:28])=[O:25])[C:11]([C:13]3[CH:18]=[CH:17][C:16]([CH3:19])=[CH:15][CH:14]=3)=[C:3]2[N:4]=[C:5]1[CH:8]([CH3:10])[CH3:9], predict the reactants needed to synthesize it. The reactants are: [NH2:1][C:2]1[N:6]([CH3:7])[C:5]([CH:8]([CH3:10])[CH3:9])=[N:4][C:3]=1[C:11]([C:13]1[CH:18]=[CH:17][C:16]([CH3:19])=[CH:15][CH:14]=1)=O.O=[C:21]([CH3:32])[CH2:22][CH:23]([CH2:29][CH2:30][CH3:31])[C:24]([O:26][CH2:27][CH3:28])=[O:25].C[Si](Cl)(C)C.O. (7) Given the product [Cl:27][C:18]1[C:17]2[C:12](=[CH:13][C:14]([C:21]([F:24])([F:23])[F:22])=[CH:15][CH:16]=2)[N:11]=[C:10]([C:5]2[CH:6]=[CH:7][CH:8]=[CH:9][C:4]=2[S:3][CH2:1][CH3:2])[N:19]=1, predict the reactants needed to synthesize it. The reactants are: [CH2:1]([S:3][C:4]1[CH:9]=[CH:8][CH:7]=[CH:6][C:5]=1[C:10]1[NH:19][C:18](=O)[C:17]2[C:12](=[CH:13][C:14]([C:21]([F:24])([F:23])[F:22])=[CH:15][CH:16]=2)[N:11]=1)[CH3:2].P(Cl)(Cl)([Cl:27])=O.C(N(CC)C(C)C)(C)C.C(=O)(O)[O-].[Na+].